Dataset: Reaction yield outcomes from USPTO patents with 853,638 reactions. Task: Predict the reaction yield, written as a fraction of the theoretical maximum amount of product (1.0 means a 100% yield; for example, 0.34 means a 34% yield). (1) The reactants are [C:1]([C:3]1[CH:4]=[C:5]([C:13]2[S:17][N:16]=[C:15]([C:18]3[CH:26]=[CH:25][CH:24]=[C:23]4[C:19]=3[CH2:20][CH2:21][CH:22]4[NH:27]C(=O)[O-])[N:14]=2)[CH:6]=[CH:7][C:8]=1[O:9][CH:10]([CH3:12])[CH3:11])#[N:2].[ClH:31]. The catalyst is O1CCOCC1.C(OCC)C. The product is [ClH:31].[NH2:27][C@@H:22]1[C:23]2[C:19](=[C:18]([C:15]3[N:14]=[C:13]([C:5]4[CH:6]=[CH:7][C:8]([O:9][CH:10]([CH3:12])[CH3:11])=[C:3]([CH:4]=4)[C:1]#[N:2])[S:17][N:16]=3)[CH:26]=[CH:25][CH:24]=2)[CH2:20][CH2:21]1. The yield is 0.780. (2) The reactants are [CH3:1][C:2]1[C:10]2[S:11][CH:12]=[CH:13][C:9]=2[C:8]([CH3:14])=[C:4]2[S:5][CH:6]=[CH:7][C:3]=12.C([Li])(C)(C)C.[CH3:20][Sn:21](Cl)([CH3:23])[CH3:22]. The catalyst is O1CCCC1. The product is [CH3:14][C:8]1[C:4]2[S:5][C:6]([Sn:21]([CH3:23])([CH3:22])[CH3:20])=[CH:7][C:3]=2[C:2]([CH3:1])=[C:10]2[S:11][C:12]([Sn:21]([CH3:23])([CH3:22])[CH3:20])=[CH:13][C:9]=12. The yield is 0.740.